This data is from NCI-60 drug combinations with 297,098 pairs across 59 cell lines. The task is: Regression. Given two drug SMILES strings and cell line genomic features, predict the synergy score measuring deviation from expected non-interaction effect. (1) Drug 1: CN(C)C1=NC(=NC(=N1)N(C)C)N(C)C. Drug 2: CC1=C(C(=CC=C1)Cl)NC(=O)C2=CN=C(S2)NC3=CC(=NC(=N3)C)N4CCN(CC4)CCO. Cell line: MOLT-4. Synergy scores: CSS=2.80, Synergy_ZIP=0.394, Synergy_Bliss=-0.00577, Synergy_Loewe=-4.93, Synergy_HSA=-2.27. (2) Drug 1: CC1OCC2C(O1)C(C(C(O2)OC3C4COC(=O)C4C(C5=CC6=C(C=C35)OCO6)C7=CC(=C(C(=C7)OC)O)OC)O)O. Drug 2: CS(=O)(=O)OCCCCOS(=O)(=O)C. Cell line: A549. Synergy scores: CSS=48.9, Synergy_ZIP=-3.44, Synergy_Bliss=0.325, Synergy_Loewe=-8.50, Synergy_HSA=2.77. (3) Drug 1: CS(=O)(=O)C1=CC(=C(C=C1)C(=O)NC2=CC(=C(C=C2)Cl)C3=CC=CC=N3)Cl. Drug 2: C(=O)(N)NO. Cell line: SF-539. Synergy scores: CSS=7.93, Synergy_ZIP=-3.25, Synergy_Bliss=0.793, Synergy_Loewe=1.82, Synergy_HSA=1.87. (4) Drug 1: C1=CC(=CC=C1CCCC(=O)O)N(CCCl)CCCl. Drug 2: CNC(=O)C1=NC=CC(=C1)OC2=CC=C(C=C2)NC(=O)NC3=CC(=C(C=C3)Cl)C(F)(F)F. Cell line: PC-3. Synergy scores: CSS=20.8, Synergy_ZIP=-5.29, Synergy_Bliss=-3.22, Synergy_Loewe=-2.27, Synergy_HSA=-1.04. (5) Drug 1: C1CN(P(=O)(OC1)NCCCl)CCCl. Drug 2: CC(C)CN1C=NC2=C1C3=CC=CC=C3N=C2N. Cell line: OVCAR-4. Synergy scores: CSS=2.69, Synergy_ZIP=0.272, Synergy_Bliss=2.85, Synergy_Loewe=0.542, Synergy_HSA=0.453.